The task is: Predict the product of the given reaction.. This data is from Forward reaction prediction with 1.9M reactions from USPTO patents (1976-2016). (1) The product is: [F:19][C:16]1[CH:15]=[CH:14][C:13]([N:12]2[C:11](=[O:20])[CH:10]([CH2:21][CH2:22][CH:23]([C:25]3[CH:26]=[CH:27][C:28]([F:31])=[CH:29][CH:30]=3)[OH:24])[CH:9]2[C:5]2[CH:4]=[C:3]([CH:8]=[CH:7][CH:6]=2)[CH2:2][NH:1][C:44]([CH2:43][O:42][CH2:41][CH2:40][O:39][CH2:38][CH2:37][NH:36][C:34](=[O:35])[CH:33]([OH:32])[CH:47]([OH:54])[CH:48]([OH:53])[CH:49]([OH:52])[CH2:50][OH:51])=[O:45])=[CH:18][CH:17]=1. Given the reactants [NH2:1][CH2:2][C:3]1[CH:4]=[C:5]([CH:9]2[N:12]([C:13]3[CH:18]=[CH:17][C:16]([F:19])=[CH:15][CH:14]=3)[C:11](=[O:20])[CH:10]2[CH2:21][CH2:22][CH:23]([C:25]2[CH:30]=[CH:29][C:28]([F:31])=[CH:27][CH:26]=2)[OH:24])[CH:6]=[CH:7][CH:8]=1.[OH:32][CH:33]([CH:47]([OH:54])[CH:48]([OH:53])[CH:49]([OH:52])[CH2:50][OH:51])[C:34]([NH:36][CH2:37][CH2:38][O:39][CH2:40][CH2:41][O:42][CH2:43][C:44](O)=[O:45])=[O:35].C(N=C=NC(C)C)(C)C.OC1C2N=NNC=2C=CC=1, predict the reaction product. (2) Given the reactants Cl[C:2]1[N:3]=[C:4]([CH2:15][OH:16])[CH:5]=[C:6]2[CH:10]=[C:9]([Si:11]([CH3:14])([CH3:13])[CH3:12])[O:8][C:7]=12.C1CCCCC=1, predict the reaction product. The product is: [OH:16][CH2:15][C:4]1[CH:5]=[C:6]2[CH:10]=[C:9]([Si:11]([CH3:14])([CH3:13])[CH3:12])[O:8][C:7]2=[CH:2][N:3]=1.